Task: Regression. Given two drug SMILES strings and cell line genomic features, predict the synergy score measuring deviation from expected non-interaction effect.. Dataset: NCI-60 drug combinations with 297,098 pairs across 59 cell lines (1) Drug 1: CN(CCCl)CCCl.Cl. Drug 2: C1CC(=O)NC(=O)C1N2C(=O)C3=CC=CC=C3C2=O. Cell line: HT29. Synergy scores: CSS=15.8, Synergy_ZIP=-5.24, Synergy_Bliss=2.17, Synergy_Loewe=-7.76, Synergy_HSA=-0.169. (2) Drug 1: CN(C)N=NC1=C(NC=N1)C(=O)N. Synergy scores: CSS=2.48, Synergy_ZIP=-0.348, Synergy_Bliss=-1.08, Synergy_Loewe=-2.81, Synergy_HSA=-3.30. Drug 2: CC(C)(C#N)C1=CC(=CC(=C1)CN2C=NC=N2)C(C)(C)C#N. Cell line: HCT-15. (3) Drug 1: C1CC(=O)NC(=O)C1N2CC3=C(C2=O)C=CC=C3N. Drug 2: CC1=C(C(=CC=C1)Cl)NC(=O)C2=CN=C(S2)NC3=CC(=NC(=N3)C)N4CCN(CC4)CCO. Cell line: NCI-H460. Synergy scores: CSS=14.2, Synergy_ZIP=-4.96, Synergy_Bliss=0.00414, Synergy_Loewe=-1.80, Synergy_HSA=2.66. (4) Drug 1: CC12CCC3C(C1CCC2=O)CC(=C)C4=CC(=O)C=CC34C. Drug 2: C1C(C(OC1N2C=NC3=C(N=C(N=C32)Cl)N)CO)O. Cell line: NCI-H460. Synergy scores: CSS=25.6, Synergy_ZIP=4.32, Synergy_Bliss=5.08, Synergy_Loewe=3.74, Synergy_HSA=3.33.